From a dataset of Peptide-MHC class I binding affinity with 185,985 pairs from IEDB/IMGT. Regression. Given a peptide amino acid sequence and an MHC pseudo amino acid sequence, predict their binding affinity value. This is MHC class I binding data. (1) The binding affinity (normalized) is 0.0847. The peptide sequence is LESLTDREL. The MHC is HLA-A02:19 with pseudo-sequence HLA-A02:19. (2) The peptide sequence is NIGCAVNTPV. The MHC is HLA-A68:02 with pseudo-sequence HLA-A68:02. The binding affinity (normalized) is 0.782. (3) The peptide sequence is ATEDPSSGY. The MHC is HLA-A69:01 with pseudo-sequence HLA-A69:01. The binding affinity (normalized) is 0.0847. (4) The MHC is HLA-B40:01 with pseudo-sequence HLA-B40:01. The peptide sequence is EEYTDYMPSM. The binding affinity (normalized) is 0.378. (5) The peptide sequence is DNQKLSYLK. The MHC is HLA-A31:01 with pseudo-sequence HLA-A31:01. The binding affinity (normalized) is 0.272.